Dataset: TCR-epitope binding with 47,182 pairs between 192 epitopes and 23,139 TCRs. Task: Binary Classification. Given a T-cell receptor sequence (or CDR3 region) and an epitope sequence, predict whether binding occurs between them. (1) The epitope is KTSVDCTMYI. The TCR CDR3 sequence is CATSDRTGRHEQYF. Result: 0 (the TCR does not bind to the epitope). (2) The epitope is KRWIIMGLNK. The TCR CDR3 sequence is CASSQDPLDRVNTGELFF. Result: 0 (the TCR does not bind to the epitope). (3) The epitope is FPRPWLHGL. The TCR CDR3 sequence is CASSSAGMGQPQHF. Result: 0 (the TCR does not bind to the epitope). (4) The epitope is IPIQASLPF. The TCR CDR3 sequence is CASSPSTAALYNEQFF. Result: 0 (the TCR does not bind to the epitope). (5) The epitope is KPLEFGATSAAL. The TCR CDR3 sequence is CASSQVSGRASEQFF. Result: 1 (the TCR binds to the epitope). (6) The epitope is AVFDRKSDAK. The TCR CDR3 sequence is CASSFIQGAPSGNTIYF. Result: 1 (the TCR binds to the epitope). (7) The epitope is RILGAGCFV. The TCR CDR3 sequence is CASRSTSGDRDTQYF. Result: 0 (the TCR does not bind to the epitope).